From a dataset of Forward reaction prediction with 1.9M reactions from USPTO patents (1976-2016). Predict the product of the given reaction. (1) Given the reactants C(OC(=O)C1C=C([O:11][C:12]([F:15])([F:14])[F:13])C(C=C)=CC=1N)C.[CH2:20]([O:22][C:23](=[O:39])[C:24]1[CH:29]=[C:28](C(F)(F)F)[C:27]([CH:34]([OH:37])[CH2:35][OH:36])=[CH:26][C:25]=1[NH2:38])[CH3:21], predict the reaction product. The product is: [CH2:20]([O:22][C:23](=[O:39])[C:24]1([O:11][C:12]([F:15])([F:14])[F:13])[CH:29]=[CH:28][C:27]([CH:34]([OH:37])[CH2:35][OH:36])=[CH:26][CH:25]1[NH2:38])[CH3:21]. (2) Given the reactants FC(F)(F)C([O-])=O.[N:8]1([C:12]2[NH+:17]=[C:16]([CH2:18][N:19]3[C@@H:23]([CH3:24])[C@@H:22]([C:25]4[CH:30]=[C:29]([C:31]([F:34])([F:33])[F:32])[CH:28]=[C:27]([C:35]([F:38])([F:37])[F:36])[CH:26]=4)[O:21][C:20]3=[O:39])[C:15]([C:40]3[CH:45]=[C:44]([CH2:46][C:47]#[N:48])[CH:43]=[CH:42][C:41]=3[O:49][CH3:50])=[CH:14][CH:13]=2)[CH2:11][CH2:10][CH2:9]1.Cl.C(N(CC)CC)C.[N-:59]=[N+:60]=[N-:61].[Na+].O, predict the reaction product. The product is: [N:8]1([C:12]2[N:17]=[C:16]([CH2:18][N:19]3[C@@H:23]([CH3:24])[C@@H:22]([C:25]4[CH:26]=[C:27]([C:35]([F:36])([F:37])[F:38])[CH:28]=[C:29]([C:31]([F:32])([F:33])[F:34])[CH:30]=4)[O:21][C:20]3=[O:39])[C:15]([C:40]3[CH:45]=[C:44]([CH2:46][C:47]4[N:59]=[N:60][NH:61][N:48]=4)[CH:43]=[CH:42][C:41]=3[O:49][CH3:50])=[CH:14][CH:13]=2)[CH2:11][CH2:10][CH2:9]1. (3) Given the reactants [Cl:1][C:2]1[C:6]([Cl:7])=[C:5]([CH3:8])[NH:4][C:3]=1[C:9](NC1CCN(C2SC=CN=2)CC1)=[O:10].Cl.[NH2:24][CH:25]1[CH2:30][CH2:29][N:28]([C:31]2[CH:32]=[C:33]([CH:38]=[C:39]([Cl:41])[N:40]=2)[C:34]([O:36][CH3:37])=[O:35])[CH2:27][CH2:26]1, predict the reaction product. The product is: [Cl:41][C:39]1[CH:38]=[C:33]([CH:32]=[C:31]([N:28]2[CH2:27][CH2:26][CH:25]([NH:24][C:9]([C:3]3[NH:4][C:5]([CH3:8])=[C:6]([Cl:7])[C:2]=3[Cl:1])=[O:10])[CH2:30][CH2:29]2)[N:40]=1)[C:34]([O:36][CH3:37])=[O:35].